Dataset: Reaction yield outcomes from USPTO patents with 853,638 reactions. Task: Predict the reaction yield, written as a fraction of the theoretical maximum amount of product (1.0 means a 100% yield; for example, 0.34 means a 34% yield). (1) The reactants are [CH3:1][C:2]1[CH:3]=[C:4]([O:15][C:16]2[C:25]3[C:20](=[CH:21][C:22]([OH:28])=[C:23]([O:26][CH3:27])[CH:24]=3)[N:19]=[CH:18][CH:17]=2)[C:5]([C:9]2[CH:14]=[CH:13][CH:12]=[CH:11][CH:10]=2)=[N:6][C:7]=1[CH3:8].C(=O)([O-])[O-].[K+].[K+].Br[CH2:36][CH2:37][OH:38]. The catalyst is CN(C)C=O. The product is [CH3:1][C:2]1[CH:3]=[C:4]([O:15][C:16]2[C:25]3[C:20](=[CH:21][C:22]([O:28][CH2:36][CH2:37][OH:38])=[C:23]([O:26][CH3:27])[CH:24]=3)[N:19]=[CH:18][CH:17]=2)[C:5]([C:9]2[CH:10]=[CH:11][CH:12]=[CH:13][CH:14]=2)=[N:6][C:7]=1[CH3:8]. The yield is 0.760. (2) The catalyst is O1CCCC1.O. The yield is 0.530. The reactants are [CH3:1][C:2]1[C:3]([CH:13]=[O:14])=[CH:4][NH:5][C:6]=1[C:7]1[CH:12]=[CH:11][CH:10]=[CH:9][CH:8]=1.[H-].[Na+].C1OCCOCCOCCOCCOC1.Cl.[N:33]1[CH:38]=[CH:37][CH:36]=[C:35]([S:39](Cl)(=[O:41])=[O:40])[CH:34]=1. The product is [CH3:1][C:2]1[C:3]([CH:13]=[O:14])=[CH:4][N:5]([S:39]([C:35]2[CH:34]=[N:33][CH:38]=[CH:37][CH:36]=2)(=[O:41])=[O:40])[C:6]=1[C:7]1[CH:12]=[CH:11][CH:10]=[CH:9][CH:8]=1. (3) The yield is 0.480. The reactants are [CH3:1][C:2]1([CH3:17])[C:7]2[N:8]=[CH:9][N:10]([C:11]3[CH:16]=[CH:15][CH:14]=[CH:13][CH:12]=3)[C:6]=2[CH2:5][CH2:4][NH:3]1.[Cl:18][C:19]1[C:27]([C:28]([F:31])([F:30])[F:29])=[CH:26][CH:25]=[CH:24][C:20]=1[C:21](Cl)=[O:22].C([O-])([O-])=O.[K+].[K+]. The product is [Cl:18][C:19]1[C:27]([C:28]([F:30])([F:31])[F:29])=[CH:26][CH:25]=[CH:24][C:20]=1[C:21]([N:3]1[CH2:4][CH2:5][C:6]2[N:10]([C:11]3[CH:16]=[CH:15][CH:14]=[CH:13][CH:12]=3)[CH:9]=[N:8][C:7]=2[C:2]1([CH3:17])[CH3:1])=[O:22]. The catalyst is C(Cl)Cl. (4) The reactants are F[P-](F)(F)(F)(F)F.[N:8]1(O[P+](N(C)C)(N(C)C)N(C)C)[C:12]2[CH:13]=CC=C[C:11]=2N=N1.[OH:28][CH:29]1[CH2:32][N:31]([C:33]2[CH:41]=[CH:40][C:36]([C:37]([OH:39])=O)=[CH:35][CH:34]=2)[CH2:30]1.CC(N)C.C(N(CC)C(C)C)(C)C. The catalyst is ClCCl. The product is [OH:28][CH:29]1[CH2:30][N:31]([C:33]2[CH:34]=[CH:35][C:36]([C:37]([NH:8][CH:12]([CH3:13])[CH3:11])=[O:39])=[CH:40][CH:41]=2)[CH2:32]1. The yield is 0.943.